From a dataset of Full USPTO retrosynthesis dataset with 1.9M reactions from patents (1976-2016). Predict the reactants needed to synthesize the given product. (1) Given the product [CH3:4][C:3]1([CH3:5])[O:6][CH:7]([C:17]#[C:15][C:12]2[CH:11]=[CH:9][C:8]([CH2:18][C:29]3[C:14]4[C:8](=[CH:9][CH:11]=[CH:12][CH:13]=4)[CH:15]=[CH:33][N:30]=3)=[CH:14][CH:13]=2)[CH2:1][O:2]1, predict the reactants needed to synthesize it. The reactants are: [CH3:1][O:2][C:3]([O:6][CH3:7])([CH3:5])[CH3:4].[C:8]12([CH2:18]S(O)(=O)=O)[C:15]([CH3:17])(C)[CH:12]([CH2:13][CH2:14]1)[CH2:11][C:9]2=O.C(=O)([O-])[O-].[Na+].[Na+].[CH3:29][N:30]([CH3:33])C=O. (2) The reactants are: [Br:1][C:2]1[CH:7]=[CH:6][N:5]=[C:4]([C:8]([OH:10])=O)[CH:3]=1.[NH4+].[Cl-].C([O-])([O-])=O.[K+].[K+].C[N:20](C(ON1N=NC2C=CC=CC1=2)=[N+](C)C)C.F[P-](F)(F)(F)(F)F. Given the product [Br:1][C:2]1[CH:7]=[CH:6][N:5]=[C:4]([C:8]([NH2:20])=[O:10])[CH:3]=1, predict the reactants needed to synthesize it. (3) Given the product [C:33]([NH:36][CH2:37][C:38]([NH:2][C:3]1[N:32]=[C:6]2[N:7]([C:22]3[CH:27]=[CH:26][CH:25]=[C:24]([C:28]([F:29])([F:31])[F:30])[CH:23]=3)[C:8]([CH3:21])=[C:9]([C:19]#[N:20])[C@@H:10]([C:11]3[CH:16]=[CH:15][C:14]([C:17]#[N:18])=[CH:13][CH:12]=3)[N:5]2[N:4]=1)=[O:39])(=[O:35])[CH3:34], predict the reactants needed to synthesize it. The reactants are: Cl.[NH2:2][C:3]1[N:32]=[C:6]2[N:7]([C:22]3[CH:27]=[CH:26][CH:25]=[C:24]([C:28]([F:31])([F:30])[F:29])[CH:23]=3)[C:8]([CH3:21])=[C:9]([C:19]#[N:20])[C@@H:10]([C:11]3[CH:16]=[CH:15][C:14]([C:17]#[N:18])=[CH:13][CH:12]=3)[N:5]2[N:4]=1.[C:33]([NH:36][CH2:37][C:38](Cl)=[O:39])(=[O:35])[CH3:34]. (4) Given the product [CH3:15][S:16]([C:19]1[CH:20]=[CH:21][C:22]([O:28][C@@H:29]([CH3:34])[C:30]([F:31])([F:32])[F:33])=[C:23]([C:24]([N:10]2[CH2:9][CH2:8][C:7]3[C:12](=[C:3]([C:2]([F:1])([F:13])[F:14])[CH:4]=[CH:5][CH:6]=3)[CH2:11]2)=[O:25])[CH:27]=1)(=[O:18])=[O:17], predict the reactants needed to synthesize it. The reactants are: [F:1][C:2]([F:14])([F:13])[C:3]1[CH:4]=[CH:5][CH:6]=[C:7]2[C:12]=1[CH2:11][NH:10][CH2:9][CH2:8]2.[CH3:15][S:16]([C:19]1[CH:20]=[CH:21][C:22]([O:28][C@@H:29]([CH3:34])[C:30]([F:33])([F:32])[F:31])=[C:23]([CH:27]=1)[C:24](O)=[O:25])(=[O:18])=[O:17]. (5) Given the product [F:55][C:32]1[CH:33]=[C:34]([O:37][CH2:38][CH2:39][CH2:40][CH:41]2[CH2:42][CH2:43][N:44]([C:47]3[O:51][N:50]=[C:49]([CH:52]([CH3:54])[CH3:53])[N:48]=3)[CH2:45][CH2:46]2)[CH:35]=[CH:36][C:31]=1[CH:23]([NH:14][C:15]1[CH:20]=[CH:19][C:18]([O:21][CH3:22])=[CH:17][CH:16]=1)[C:24]([N:25]1[CH2:29][CH2:28][CH2:27][CH2:26]1)=[O:30], predict the reactants needed to synthesize it. The reactants are: C(O)(C(F)(F)F)=O.C(OC(=O)[N:14]([CH:23]([C:31]1[CH:36]=[CH:35][C:34]([O:37][CH2:38][CH2:39][CH2:40][CH:41]2[CH2:46][CH2:45][N:44]([C:47]3[O:51][N:50]=[C:49]([CH:52]([CH3:54])[CH3:53])[N:48]=3)[CH2:43][CH2:42]2)=[CH:33][C:32]=1[F:55])[C:24](=[O:30])[N:25]1[CH2:29][CH2:28][CH2:27][CH2:26]1)[C:15]1[CH:20]=[CH:19][C:18]([O:21][CH3:22])=[CH:17][CH:16]=1)(C)(C)C. (6) Given the product [N+:12]([C:3]1[CH:2]=[N:1][C:10]2[C:5]([C:4]=1[OH:11])=[CH:6][CH:7]=[CH:8][CH:9]=2)([O-:14])=[O:13], predict the reactants needed to synthesize it. The reactants are: [N:1]1[C:10]2[C:5](=[CH:6][CH:7]=[CH:8][CH:9]=2)[C:4]([OH:11])=[CH:3][CH:2]=1.[N+:12]([O-])([OH:14])=[O:13]. (7) The reactants are: [F:1][C:2]1[CH:7]=[CH:6][C:5]([NH2:8])=[C:4]([NH2:9])[CH:3]=1.[CH2:10](OC=C(C#N)C#N)C. Given the product [F:1][C:2]1[CH:7]=[CH:6][C:5]2[NH:8][CH:10]=[N:9][C:4]=2[CH:3]=1, predict the reactants needed to synthesize it. (8) Given the product [CH:1]1([C:4]2[CH:5]=[C:6]([C:18]([NH:21][CH2:22][C:23]3[C:24](=[O:33])[NH:25][C:26]([CH3:32])=[CH:27][C:28]=3[CH2:29][CH2:30][CH3:31])=[O:20])[C:7]3[C:12]([CH3:13])=[N:11][N:10]([C:14]([CH3:15])([CH3:17])[CH3:16])[C:8]=3[N:9]=2)[CH2:3][CH2:2]1, predict the reactants needed to synthesize it. The reactants are: [CH:1]1([C:4]2[CH:5]=[C:6]([C:18]([OH:20])=O)[C:7]3[C:12]([CH3:13])=[N:11][N:10]([C:14]([CH3:17])([CH3:16])[CH3:15])[C:8]=3[N:9]=2)[CH2:3][CH2:2]1.[NH2:21][CH2:22][C:23]1[C:24](=[O:33])[NH:25][C:26]([CH3:32])=[CH:27][C:28]=1[CH2:29][CH2:30][CH3:31].ON1C2N=CC=CC=2N=N1.C(Cl)CCl.CN1CCOCC1. (9) Given the product [N:3]1[CH:8]=[CH:7][CH:6]=[C:5]([C:9]2([C:10]([O:12][CH2:13][CH3:14])=[O:11])[CH2:17][CH2:16]2)[N:4]=1, predict the reactants needed to synthesize it. The reactants are: [H-].[Na+].[N:3]1[CH:8]=[CH:7][CH:6]=[C:5]([CH2:9][C:10]([O:12][CH2:13][CH3:14])=[O:11])[N:4]=1.Br[CH2:16][CH2:17]Br. (10) Given the product [Cl:6][C:7]1[CH:8]=[C:9]([NH:21][C:22]2[C:31]3[C:26](=[CH:27][CH:28]=[CH:29][C:30]=3[O:32][C@@H:33]([CH3:37])[CH2:34][N:35]([CH3:36])[C:1](=[O:5])[CH2:2][OH:3])[N:25]=[CH:24][N:23]=2)[CH:10]=[CH:11][C:12]=1[O:13][CH2:14][C:15]1[CH:20]=[CH:19][CH:18]=[CH:17][N:16]=1, predict the reactants needed to synthesize it. The reactants are: [C:1]([OH:5])(=O)[CH2:2][OH:3].[Cl:6][C:7]1[CH:8]=[C:9]([NH:21][C:22]2[C:31]3[C:26](=[CH:27][CH:28]=[CH:29][C:30]=3[O:32][C@@H:33]([CH3:37])[CH2:34][NH:35][CH3:36])[N:25]=[CH:24][N:23]=2)[CH:10]=[CH:11][C:12]=1[O:13][CH2:14][C:15]1[CH:20]=[CH:19][CH:18]=[CH:17][N:16]=1.